From a dataset of Peptide-MHC class I binding affinity with 185,985 pairs from IEDB/IMGT. Regression. Given a peptide amino acid sequence and an MHC pseudo amino acid sequence, predict their binding affinity value. This is MHC class I binding data. (1) The peptide sequence is NHKNVELSL. The MHC is HLA-B38:01 with pseudo-sequence HLA-B38:01. The binding affinity (normalized) is 0.361. (2) The peptide sequence is PSLLNSDVI. The MHC is H-2-Kb with pseudo-sequence H-2-Kb. The binding affinity (normalized) is 1.00.